Predict the product of the given reaction. From a dataset of Forward reaction prediction with 1.9M reactions from USPTO patents (1976-2016). Given the reactants [CH2:1]([O:8][C:9]([N:11]([CH2:32][C:33]([N:35]1[CH2:39][C@@H:38]([F:40])[CH2:37][C@H:36]1[C:41]#[N:42])=[O:34])[C:12]12[CH2:19][CH2:18][C:15]([C:20]([O:22]N3C4C=CC=CC=4N=N3)=O)([CH2:16][CH2:17]1)[CH2:14][CH2:13]2)=[O:10])[C:2]1[CH:7]=[CH:6][CH:5]=[CH:4][CH:3]=1.[CH2:43]([O:45][C:46]([CH:48]1[CH2:53][CH2:52][NH:51][CH2:50][CH2:49]1)=[O:47])[CH3:44], predict the reaction product. The product is: [CH2:1]([O:8][C:9]([N:11]([CH2:32][C:33]([N:35]1[CH2:39][C@@H:38]([F:40])[CH2:37][C@H:36]1[C:41]#[N:42])=[O:34])[C:12]12[CH2:19][CH2:18][C:15]([C:20]([N:51]3[CH2:52][CH2:53][CH:48]([C:46]([O:45][CH2:43][CH3:44])=[O:47])[CH2:49][CH2:50]3)=[O:22])([CH2:16][CH2:17]1)[CH2:14][CH2:13]2)=[O:10])[C:2]1[CH:3]=[CH:4][CH:5]=[CH:6][CH:7]=1.